Dataset: Full USPTO retrosynthesis dataset with 1.9M reactions from patents (1976-2016). Task: Predict the reactants needed to synthesize the given product. (1) Given the product [Cl:3][C:4]1[C:5]([CH2:10][NH:11][C:49]([CH:46]2[CH2:47][CH2:48][N:43]([C:41]([O:40][CH2:33][C:34]3[CH:35]=[CH:36][CH:37]=[CH:38][CH:39]=3)=[O:42])[CH2:44][CH2:45]2)=[O:50])=[N:6][CH:7]=[CH:8][N:9]=1, predict the reactants needed to synthesize it. The reactants are: Cl.Cl.[Cl:3][C:4]1[C:5]([CH2:10][NH2:11])=[N:6][CH:7]=[CH:8][N:9]=1.C(N(CC)C(C)C)(C)C.Cl.CN(C)CCCN=C=NCC.[CH2:33]([O:40][C:41]([N:43]1[CH2:48][CH2:47][CH:46]([C:49](O)=[O:50])[CH2:45][CH2:44]1)=[O:42])[C:34]1[CH:39]=[CH:38][CH:37]=[CH:36][CH:35]=1. (2) Given the product [CH:3]1([C@@:6]23[CH:13]=[CH:12][C:11](=[O:14])[N:10]2[C@@H:9]([C:15]2[CH:16]=[CH:17][CH:18]=[CH:19][CH:20]=2)[CH2:8][O:7]3)[CH2:5][CH2:4]1, predict the reactants needed to synthesize it. The reactants are: [H-].[K+].[CH:3]1([C@@:6]23[CH2:13][CH2:12][C:11](=[O:14])[N:10]2[C@@H:9]([C:15]2[CH:20]=[CH:19][CH:18]=[CH:17][CH:16]=2)[CH2:8][O:7]3)[CH2:5][CH2:4]1.C1(S(OC)=O)C=CC=CC=1.C([O-])([O-])=O.[Na+].[Na+]. (3) Given the product [C:8]([O:7][C@H:5]([CH3:6])[C@H:4]([NH:11][C:12]([C:14]1([CH2:19][C:20]2[CH:21]=[CH:22][CH:23]=[CH:24][CH:25]=2)[CH2:18][CH2:17][CH2:16][N:15]1[C:12]([C@@H:14]1[CH2:18][CH2:17][CH2:16][N:15]1[C:27]([O:30][CH2:19][C:20]1[CH:25]=[CH:24][CH:23]=[CH:22][CH:21]=1)=[O:28])=[O:33])=[O:13])[C:3]([O:2][CH3:1])=[O:26])(=[O:10])[CH3:9], predict the reactants needed to synthesize it. The reactants are: [CH3:1][O:2][C:3](=[O:26])[C@@H:4]([NH:11][C:12]([C:14]1([CH2:19][C:20]2[CH:25]=[CH:24][CH:23]=[CH:22][CH:21]=2)[CH2:18][CH2:17][CH2:16][NH:15]1)=[O:13])[C@H:5]([O:7][C:8](=[O:10])[CH3:9])[CH3:6].[C:27]([O-:30])([O-])=[O:28].[Na+].[Na+].[OH2:33]. (4) Given the product [OH:82][C@@H:59]([C:61]1[CH:62]=[C:63]([CH2:69][CH2:70][C:71]([O:73][CH2:74][CH3:75])=[O:72])[CH:64]=[C:65]([F:68])[C:66]=1[F:67])[CH2:60][OH:22], predict the reactants needed to synthesize it. The reactants are: CC[C@H]1[C@H]2C[C@H]([C@H](OC3C4C(=CC=CC=4)C(O[C@H](C4C=CN=C5C=4C=C(OC)C=C5)[C@@H]4N5C[C@H](CC)[C@@H](CC5)C4)=NN=3)C3C=CN=C4C=3C=C([O:22]C)C=C4)N(CC2)C1.[CH:59]([C:61]1[CH:62]=[C:63]([CH2:69][CH2:70][C:71]([O:73][CH2:74][CH3:75])=[O:72])[CH:64]=[C:65]([F:68])[C:66]=1[F:67])=[CH2:60].S([O-])([O-])=O.[Na+].[Na+].[OH2:82]. (5) Given the product [Cl:13][C:10]1[C:9]2[C:4](=[CH:5][C:6]([F:15])=[CH:7][C:8]=2[F:14])[N:3]=[C:2]([C:22]2[CH:21]=[CH:20][N:19]=[C:18]([O:17][CH3:16])[CH:23]=2)[C:11]=1[CH3:12], predict the reactants needed to synthesize it. The reactants are: Cl[C:2]1[C:11]([CH3:12])=[C:10]([Cl:13])[C:9]2[C:4](=[CH:5][C:6]([F:15])=[CH:7][C:8]=2[F:14])[N:3]=1.[CH3:16][O:17][C:18]1[CH:23]=[C:22](B(O)O)[CH:21]=[CH:20][N:19]=1.C(=O)([O-])[O-].[K+].[K+].